This data is from Peptide-MHC class I binding affinity with 185,985 pairs from IEDB/IMGT. The task is: Regression. Given a peptide amino acid sequence and an MHC pseudo amino acid sequence, predict their binding affinity value. This is MHC class I binding data. (1) The peptide sequence is RRDYRRGL. The MHC is HLA-B35:03 with pseudo-sequence HLA-B35:03. The binding affinity (normalized) is 0. (2) The peptide sequence is GVMYAFTTPL. The MHC is HLA-A02:03 with pseudo-sequence HLA-A02:03. The binding affinity (normalized) is 0.650. (3) The peptide sequence is HFKKRFSTL. The MHC is HLA-B08:02 with pseudo-sequence HLA-B08:02. The binding affinity (normalized) is 0.426. (4) The peptide sequence is KKQQVYALF. The MHC is HLA-A24:02 with pseudo-sequence HLA-A24:02. The binding affinity (normalized) is 0.374. (5) The peptide sequence is SAVFKDSFLR. The MHC is HLA-A33:01 with pseudo-sequence HLA-A33:01. The binding affinity (normalized) is 0.453. (6) The peptide sequence is STFTRGAQK. The MHC is HLA-A11:01 with pseudo-sequence HLA-A11:01. The binding affinity (normalized) is 0.945. (7) The peptide sequence is SHSIPNGLL. The MHC is HLA-B44:02 with pseudo-sequence HLA-B44:02. The binding affinity (normalized) is 0.0847.